Dataset: Catalyst prediction with 721,799 reactions and 888 catalyst types from USPTO. Task: Predict which catalyst facilitates the given reaction. (1) Reactant: Cl.[CH3:2][O:3][C:4]1[CH:9]=[CH:8][C:7]([NH:10][NH2:11])=[CH:6][CH:5]=1.O=[C:13]([CH2:19][C:20](=O)[CH3:21])[C:14]([O:16][CH2:17][CH3:18])=[O:15]. Product: [CH2:17]([O:16][C:14]([C:13]1[N:10]([C:7]2[CH:8]=[CH:9][C:4]([O:3][CH3:2])=[CH:5][CH:6]=2)[N:11]=[C:20]([CH3:21])[CH:19]=1)=[O:15])[CH3:18].[CH2:17]([O:16][C:14]([C:13]1[CH:19]=[C:20]([CH3:21])[N:10]([C:7]2[CH:8]=[CH:9][C:4]([O:3][CH3:2])=[CH:5][CH:6]=2)[N:11]=1)=[O:15])[CH3:18]. The catalyst class is: 40. (2) Reactant: [Cl:1][C:2]1[CH:7]=[CH:6][CH:5]=[CH:4][C:3]=1[CH2:8][CH2:9][N:10]1[C:15](=[O:16])[C:14]([OH:17])=[C:13]([C:18]([O:20]C)=[O:19])[N:12]=[C:11]1[C:22]1[S:23][CH:24]=[CH:25][CH:26]=1.[OH-].[Li+]. Product: [Cl:1][C:2]1[CH:7]=[CH:6][CH:5]=[CH:4][C:3]=1[CH2:8][CH2:9][N:10]1[C:15](=[O:16])[C:14]([OH:17])=[C:13]([C:18]([OH:20])=[O:19])[N:12]=[C:11]1[C:22]1[S:23][CH:24]=[CH:25][CH:26]=1. The catalyst class is: 20. (3) Reactant: Br[C:2]1[CH:7]=[C:6]([NH2:8])[CH:5]=[CH:4][N:3]=1.[F:9][C:10]([F:14])([F:13])[CH2:11][OH:12].[H-].[Na+]. Product: [F:9][C:10]([F:14])([F:13])[CH2:11][O:12][C:2]1[CH:7]=[C:6]([NH2:8])[CH:5]=[CH:4][N:3]=1. The catalyst class is: 12. (4) Reactant: C([O:4][C@H:5]1[CH2:10][CH2:9][C@@:8]([C@H:12]2[CH2:20][CH2:19][C@@:18]3([CH3:21])[C@@H:14]([CH2:15][CH2:16][C:17]3=[CH2:22])[C@@H:13]2[CH2:23][NH2:24])([CH3:11])[C@@H:7]([CH2:25][OH:26])[CH2:6]1)(=O)C.F[B-](F)(F)F.N1(OC(N(C)C)=[N+](C)C)C2C=CC=CC=2N=N1.[O:49]1[CH:53]=[CH:52][CH:51]=[C:50]1[C:54](O)=[O:55].C(N(CC)C(C)C)(C)C. Product: [OH:4][C@H:5]1[CH2:10][CH2:9][C@@:8]([C@H:12]2[CH2:20][CH2:19][C@@:18]3([CH3:21])[C@@H:14]([CH2:15][CH2:16][C:17]3=[CH2:22])[C@@H:13]2[CH2:23][NH:24][C:54]([C:50]2[O:49][CH:53]=[CH:52][CH:51]=2)=[O:55])([CH3:11])[C@@H:7]([CH2:25][OH:26])[CH2:6]1. The catalyst class is: 3. (5) Reactant: [CH3:1][C:2](=O)[CH2:3][C:4](=[O:6])[CH3:5].[NH2:8][C:9]1[CH:14]=[CH:13][CH:12]=[CH:11][CH:10]=1.O.C1(C)C=CC(S(O)(=O)=O)=CC=1. Product: [C:9]1([NH:8]/[C:2](/[CH3:1])=[CH:3]\[C:4](=[O:6])[CH3:5])[CH:14]=[CH:13][CH:12]=[CH:11][CH:10]=1. The catalyst class is: 11. (6) Reactant: [CH3:1][C:2]1[N:3]([CH2:29][C:30]([O:32]CC)=[O:31])[C:4]2[CH2:5][CH2:6][C:7]([CH3:28])([CH3:27])[CH2:8][C:9]=2[C:10]=1[C:11](=[O:26])[C:12]1[CH:17]=[CH:16][C:15]([S:18]([N:21]2[CH2:25][CH2:24][CH2:23][CH2:22]2)(=[O:20])=[O:19])=[CH:14][CH:13]=1.[Li+].[OH-]. Product: [CH3:1][C:2]1[N:3]([CH2:29][C:30]([OH:32])=[O:31])[C:4]2[CH2:5][CH2:6][C:7]([CH3:28])([CH3:27])[CH2:8][C:9]=2[C:10]=1[C:11](=[O:26])[C:12]1[CH:13]=[CH:14][C:15]([S:18]([N:21]2[CH2:22][CH2:23][CH2:24][CH2:25]2)(=[O:20])=[O:19])=[CH:16][CH:17]=1. The catalyst class is: 87. (7) Product: [NH2:13][C:6]1[C:7]([C:10]([NH2:12])=[O:11])=[N:8][NH:9][C:5]=1[C:1]([CH3:4])([CH3:2])[CH3:3]. The catalyst class is: 63. Reactant: [C:1]([C:5]1[NH:9][N:8]=[C:7]([C:10]([NH2:12])=[O:11])[C:6]=1[N+:13]([O-])=O)([CH3:4])([CH3:3])[CH3:2]. (8) Reactant: C[O:2][C:3]1[CH:4]=[C:5]2[C:9](=[CH:10][CH:11]=1)[CH2:8][CH:7]([NH:12][S:13]([C:16]1[CH:21]=[C:20]([S:22]([C:25]3[CH:30]=[CH:29][CH:28]=[CH:27][CH:26]=3)(=[O:24])=[O:23])[CH:19]=[CH:18][C:17]=1[C:31]([F:34])([F:33])[F:32])(=[O:15])=[O:14])[CH2:6]2.B(Br)(Br)Br. Product: [OH:2][C:3]1[CH:4]=[C:5]2[C:9](=[CH:10][CH:11]=1)[CH2:8][CH:7]([NH:12][S:13]([C:16]1[CH:21]=[C:20]([S:22]([C:25]3[CH:30]=[CH:29][CH:28]=[CH:27][CH:26]=3)(=[O:24])=[O:23])[CH:19]=[CH:18][C:17]=1[C:31]([F:34])([F:33])[F:32])(=[O:14])=[O:15])[CH2:6]2. The catalyst class is: 4. (9) Reactant: [CH3:1][O:2][C:3](=[O:19])[C:4]1[CH:12]=[C:11]([N:13]2[CH2:17][CH2:16][CH2:15][C:14]2=[O:18])[CH:10]=[C:6]([C:7]([OH:9])=O)[CH:5]=1.C(Cl)(C(Cl)=O)=O.[CH2:26]([NH2:29])[CH2:27][CH3:28]. Product: [CH3:1][O:2][C:3](=[O:19])[C:4]1[CH:12]=[C:11]([N:13]2[CH2:17][CH2:16][CH2:15][C:14]2=[O:18])[CH:10]=[C:6]([C:7]([NH:29][CH2:26][CH2:27][CH3:28])=[O:9])[CH:5]=1. The catalyst class is: 59.